Task: Predict the product of the given reaction.. Dataset: Forward reaction prediction with 1.9M reactions from USPTO patents (1976-2016) (1) Given the reactants [I:1][C:2]1[CH:3]=[CH:4][CH:5]=[C:6]2[C:11]=1[NH:10][CH:9]=[N:8][C:7]2=O.P(Cl)(Cl)([Cl:15])=O, predict the reaction product. The product is: [Cl:15][C:7]1[C:6]2[C:11](=[C:2]([I:1])[CH:3]=[CH:4][CH:5]=2)[N:10]=[CH:9][N:8]=1. (2) Given the reactants [NH:1]([C:7]([O:9][C:10]([CH3:13])([CH3:12])[CH3:11])=[O:8])[C@H:2]([C:4]([OH:6])=O)[CH3:3].C1N=CN(C(N2C=NC=C2)=O)C=1.Cl.[CH2:27]1[O:38][C:37]2[CH:36]=[CH:35][C:31]([CH2:32][CH2:33][NH2:34])=[CH:30][C:29]=2[O:28]1, predict the reaction product. The product is: [C:10]([O:9][C:7](=[O:8])[NH:1][C@H:2]([C:4](=[O:6])[NH:34][CH2:33][CH2:32][C:31]1[CH:35]=[CH:36][C:37]2[O:38][CH2:27][O:28][C:29]=2[CH:30]=1)[CH3:3])([CH3:13])([CH3:12])[CH3:11]. (3) Given the reactants [O:1]([C:8]1[CH:20]=[CH:19][C:11]([O:12][CH:13]2[CH2:18][CH2:17][NH:16][CH2:15][CH2:14]2)=[CH:10][CH:9]=1)[C:2]1[CH:7]=[CH:6][CH:5]=[CH:4][CH:3]=1.[CH3:21][O:22][C:23](=[O:27])[CH2:24][CH2:25]Br.C(N(CC)CC)C, predict the reaction product. The product is: [CH3:21][O:22][C:23](=[O:27])[CH2:24][CH2:25][N:16]1[CH2:15][CH2:14][CH:13]([O:12][C:11]2[CH:19]=[CH:20][C:8]([O:1][C:2]3[CH:7]=[CH:6][CH:5]=[CH:4][CH:3]=3)=[CH:9][CH:10]=2)[CH2:18][CH2:17]1. (4) The product is: [CH:30]1([NH:29][C:27]([N:26]2[C:21]3[CH:22]=[CH:23][CH:24]=[CH:25][C:20]=3[NH:19][C:3]2=[O:4])=[O:28])[CH2:31][CH2:32][CH2:33][CH2:34][CH2:35]1. Given the reactants C1C(=O)N(OC(ON2C(=O)CCC2=O)=O)[C:3](=[O:4])C1.[NH2:19][C:20]1[CH:25]=[CH:24][CH:23]=[CH:22][C:21]=1[NH:26][C:27]([NH:29][CH:30]1[CH2:35][CH2:34][CH2:33][CH2:32][CH2:31]1)=[O:28], predict the reaction product.